From a dataset of Peptide-MHC class II binding affinity with 134,281 pairs from IEDB. Regression. Given a peptide amino acid sequence and an MHC pseudo amino acid sequence, predict their binding affinity value. This is MHC class II binding data. (1) The peptide sequence is EKKYFAATQFWPLAA. The MHC is HLA-DQA10101-DQB10501 with pseudo-sequence HLA-DQA10101-DQB10501. The binding affinity (normalized) is 0.289. (2) The peptide sequence is WKVRLLPVPPTVTVF. The MHC is HLA-DPA10301-DPB10402 with pseudo-sequence HLA-DPA10301-DPB10402. The binding affinity (normalized) is 0.465. (3) The peptide sequence is EGATPEAKYDAYVAT. The MHC is DRB1_0301 with pseudo-sequence DRB1_0301. The binding affinity (normalized) is 0. (4) The peptide sequence is HQAISPRTLNSPAIF. The MHC is DRB1_0701 with pseudo-sequence DRB1_0701. The binding affinity (normalized) is 0. (5) The peptide sequence is GDTMAEVELREHGSD. The MHC is HLA-DPA10301-DPB10402 with pseudo-sequence HLA-DPA10301-DPB10402. The binding affinity (normalized) is 0.212. (6) The peptide sequence is RNVRFSDEGGFTCFF. The MHC is DRB1_1501 with pseudo-sequence DRB1_1501. The binding affinity (normalized) is 0.150. (7) The peptide sequence is INEPTAIAIAYGLDR. The MHC is HLA-DQA10102-DQB10602 with pseudo-sequence HLA-DQA10102-DQB10602. The binding affinity (normalized) is 0.613. (8) The peptide sequence is EKKCFAATQFEPLAA. The MHC is HLA-DPA10103-DPB10601 with pseudo-sequence HLA-DPA10103-DPB10601. The binding affinity (normalized) is 0.907. (9) The peptide sequence is YQGVQQKWDATATEL. The MHC is DRB1_1101 with pseudo-sequence DRB1_1101. The binding affinity (normalized) is 0.232.